The task is: Binary Classification. Given a T-cell receptor sequence (or CDR3 region) and an epitope sequence, predict whether binding occurs between them.. This data is from TCR-epitope binding with 47,182 pairs between 192 epitopes and 23,139 TCRs. (1) The epitope is FLNGSCGSV. The TCR CDR3 sequence is CASSYYQGGETQYF. Result: 1 (the TCR binds to the epitope). (2) The epitope is NLSALGIFST. The TCR CDR3 sequence is CASSQDLAGAYGYTF. Result: 0 (the TCR does not bind to the epitope).